This data is from Reaction yield outcomes from USPTO patents with 853,638 reactions. The task is: Predict the reaction yield, written as a fraction of the theoretical maximum amount of product (1.0 means a 100% yield; for example, 0.34 means a 34% yield). (1) The reactants are Cl.[NH2:2][OH:3].[N+:4]([C:7]1[CH:8]=[C:9]([CH:12]=[CH:13][CH:14]=1)[C:10]#[N:11])([O-:6])=[O:5]. The catalyst is N1C=CC=CC=1.C(OCC)(=O)C. The yield is 0.810. The product is [OH:3]/[N:2]=[C:10](\[NH2:11])/[C:9]1[CH:12]=[CH:13][CH:14]=[C:7]([N+:4]([O-:6])=[O:5])[CH:8]=1. (2) The reactants are [CH2:1]([O:4][C:5]1[CH:6]=[C:7]2[C:11](=[CH:12][CH:13]=1)[NH:10][CH:9]=[CH:8]2)[C:2]#[CH:3].[CH2:14]([N:21]1[C:25](=[O:26])[CH:24]=[CH:23][C:22]1=[O:27])[C:15]1[CH:20]=[CH:19][CH:18]=[CH:17][CH:16]=1. The catalyst is C(O)(=O)C.C(OCC)(=O)C. The product is [CH2:14]([N:21]1[C:25](=[O:26])[CH2:24][CH:23]([C:8]2[C:7]3[C:11](=[CH:12][CH:13]=[C:5]([O:4][CH2:1][C:2]#[CH:3])[CH:6]=3)[NH:10][CH:9]=2)[C:22]1=[O:27])[C:15]1[CH:16]=[CH:17][CH:18]=[CH:19][CH:20]=1. The yield is 0.180. (3) The reactants are [CH:1]([C:3]1[CH:4]=[C:5]([CH:10]=[CH:11][C:12]=1O)[C:6]([O:8][CH3:9])=[O:7])=[O:2].[CH2:14]([C:16]1[CH:21]=[CH:20][C:19]([Li])=[CH:18][CH:17]=1)[CH3:15].C([Li])(C)(C)C.BrC1C=CC(CC)=CC=1.[Cl-].[NH4+]. The catalyst is O1CCCC1. The product is [CH2:14]([C:16]1[CH:21]=[CH:20][C:19]([CH:1]([OH:2])[C:3]2[CH:4]=[C:5]([CH:10]=[CH:11][CH:12]=2)[C:6]([O:8][CH3:9])=[O:7])=[CH:18][CH:17]=1)[CH3:15]. The yield is 0.460.